This data is from Catalyst prediction with 721,799 reactions and 888 catalyst types from USPTO. The task is: Predict which catalyst facilitates the given reaction. (1) Reactant: [OH:1][C:2]1[C:10]([N+:11]([O-])=O)=[C:9](C)[CH:8]=[CH:7][C:3]=1[C:4]([OH:6])=[O:5].[C:15](O)(=O)C. Product: [CH3:15][O:6][C:4](=[O:5])[C:3]1[CH:7]=[CH:8][CH:9]=[C:10]([NH2:11])[C:2]=1[OH:1]. The catalyst class is: 292. (2) Reactant: [CH:1](=O)[CH2:2][CH:3]([CH3:5])[CH3:4].[NH:7]1[CH2:11][CH2:10][CH2:9][CH2:8]1.O. Product: [N:7]1([CH:1]=[CH:2][CH:3]([CH3:5])[CH3:4])[CH2:11][CH2:10][CH2:9][CH2:8]1. The catalyst class is: 11. (3) Reactant: [F:1][C:2]([F:35])([F:34])[C:3]1[CH:29]=[C:28]([C:30]([F:33])([F:32])[F:31])[CH:27]=[CH:26][C:4]=1[CH2:5][N:6]1[CH2:11][CH2:10][CH:9](/[CH:12]=[C:13]2/[C:14]([NH:19][CH2:20][C:21]#[C:22][CH:23]3[CH2:25][CH2:24]3)=[N:15][C:16](=[O:18])[S:17]/2)[CH2:8][CH2:7]1.[C:36]([OH:43])(=[O:42])/[CH:37]=[CH:38]\[C:39]([OH:41])=[O:40]. Product: [C:36]([OH:43])(=[O:42])/[CH:37]=[CH:38]\[C:39]([OH:41])=[O:40].[F:35][C:2]([F:1])([F:34])[C:3]1[CH:29]=[C:28]([C:30]([F:32])([F:33])[F:31])[CH:27]=[CH:26][C:4]=1[CH2:5][N:6]1[CH2:7][CH2:8][CH:9](/[CH:12]=[C:13]2/[C:14]([NH:19][CH2:20][C:21]#[C:22][CH:23]3[CH2:24][CH2:25]3)=[N:15][C:16](=[O:18])[S:17]/2)[CH2:10][CH2:11]1. The catalyst class is: 8. (4) Reactant: C([N:8]1[CH2:12][C@@H:11]([CH3:13])[C@H:10]([C:14]([NH:16][C:17]2[CH:22]=[CH:21][C:20]([F:23])=[C:19]([CH3:24])[CH:18]=2)=[O:15])[CH2:9]1)C1C=CC=CC=1. Product: [F:23][C:20]1[CH:21]=[CH:22][C:17]([NH:16][C:14]([C@H:10]2[C@H:11]([CH3:13])[CH2:12][NH:8][CH2:9]2)=[O:15])=[CH:18][C:19]=1[CH3:24]. The catalyst class is: 19. (5) The catalyst class is: 5. Reactant: [CH2:1]([O:3][C:4](=[O:15])[CH:5]=[C:6]([NH:8][C:9]1[CH:14]=[CH:13][CH:12]=[CH:11][CH:10]=1)[CH3:7])[CH3:2].[CH3:16][O:17][C:18](=[O:21])[C:19]#[CH:20]. Product: [CH3:16][O:17][C:18](=[O:21])[CH:19]=[CH:20][C:5](=[C:6]([NH:8][C:9]1[CH:14]=[CH:13][CH:12]=[CH:11][CH:10]=1)[CH3:7])[C:4]([O:3][CH2:1][CH3:2])=[O:15]. (6) Reactant: [N+:1]([C:4]1[CH:5]=[CH:6][C:7]([CH2:10][CH2:11][CH2:12][C:13]2[N:14]([C:18]([O:20][C:21]([CH3:24])([CH3:23])[CH3:22])=[O:19])[CH:15]=[CH:16][N:17]=2)=[N:8][CH:9]=1)([O-])=O. Product: [NH2:1][C:4]1[CH:5]=[CH:6][C:7]([CH2:10][CH2:11][CH2:12][C:13]2[N:14]([C:18]([O:20][C:21]([CH3:24])([CH3:23])[CH3:22])=[O:19])[CH:15]=[CH:16][N:17]=2)=[N:8][CH:9]=1. The catalyst class is: 99. (7) Reactant: Cl.[CH2:2]([C:4]1[N:8]([C:9]2[N:17]=[C:16]3[C:12]([N:13]=[C:14]([CH2:19][CH:20]4[CH2:25][CH2:24][NH:23][CH2:22][CH2:21]4)[N:15]3[CH3:18])=[C:11]([N:26]3[CH2:31][CH2:30][O:29][CH2:28][CH2:27]3)[N:10]=2)[C:7]2[CH:32]=[CH:33][CH:34]=[CH:35][C:6]=2[N:5]=1)[CH3:3].[C:36]([O-])(=[O:40])[C@H:37]([CH3:39])[OH:38].[Na+].C1C=CC2N(O)N=NC=2C=1.CN1CCOCC1.CCN=C=NCCCN(C)C. Product: [CH2:2]([C:4]1[N:8]([C:9]2[N:17]=[C:16]3[C:12]([N:13]=[C:14]([CH2:19][CH:20]4[CH2:21][CH2:22][N:23]([C:36](=[O:40])[C@@H:37]([OH:38])[CH3:39])[CH2:24][CH2:25]4)[N:15]3[CH3:18])=[C:11]([N:26]3[CH2:27][CH2:28][O:29][CH2:30][CH2:31]3)[N:10]=2)[C:7]2[CH:32]=[CH:33][CH:34]=[CH:35][C:6]=2[N:5]=1)[CH3:3]. The catalyst class is: 1.